Dataset: M1 muscarinic receptor antagonist screen with 61,756 compounds. Task: Binary Classification. Given a drug SMILES string, predict its activity (active/inactive) in a high-throughput screening assay against a specified biological target. (1) The compound is o1c(c(C(=O)NCC(C)C)c(cc1=O)C)C. The result is 0 (inactive). (2) The drug is S(CC(=O)NCC1OCCC1)c1nn2c(nnc2cc1)c1ccc(F)cc1. The result is 0 (inactive). (3) The molecule is o1c2c(c(CC(=O)Nc3c(cc(N4CCN(CC4)C)cc3)C)c1)ccc(c2)C. The result is 1 (active). (4) The molecule is S(CC(=O)NCCC=1CCCCC1)c1ncccc1C(O)=O. The result is 0 (inactive). (5) The molecule is S(=O)(=O)(N1CCN(CC1)c1ccc(OC)cc1)c1cc(ccc1)C(F)(F)F. The result is 0 (inactive).